Dataset: Forward reaction prediction with 1.9M reactions from USPTO patents (1976-2016). Task: Predict the product of the given reaction. (1) Given the reactants C([O-])(=O)C.[K+].[B:15]1([B:15]2[O:19][C:18]([CH3:21])([CH3:20])[C:17]([CH3:23])([CH3:22])[O:16]2)[O:19][C:18]([CH3:21])([CH3:20])[C:17]([CH3:23])([CH3:22])[O:16]1.Br[C:25]1[CH:26]=[CH:27][C:28]2[NH:32][C:31](=[O:33])[N:30]([CH3:34])[C:29]=2[CH:35]=1, predict the reaction product. The product is: [CH3:34][N:30]1[C:29]2[CH:35]=[C:25]([B:15]3[O:16][C:17]([CH3:22])([CH3:23])[C:18]([CH3:20])([CH3:21])[O:19]3)[CH:26]=[CH:27][C:28]=2[NH:32][C:31]1=[O:33]. (2) Given the reactants C(N(CC)[C:4]1[CH:26]=[CH:25][C:7]([C:8]([C:10]2[CH:24]=[CH:23][CH:22]=[CH:21][C:11]=2C(OCCCCCC)=O)=[O:9])=[C:6]([OH:27])[CH:5]=1)C.CCCCC(COC(C1C=CC=CC=1O)=O)CC.CCCCC(C[O:56][C:57](/[CH:59]=[CH:60]/[C:61]1C=[CH:63][C:64](OC)=[CH:65][CH:66]=1)=O)CC, predict the reaction product. The product is: [CH3:63][CH2:64][CH2:65][CH2:66][CH2:61][CH2:60][CH2:59][CH2:57][O:56][C:4]1[CH:26]=[CH:25][C:7]([C:8]([C:10]2[CH:11]=[CH:21][CH:22]=[CH:23][CH:24]=2)=[O:9])=[C:6]([OH:27])[CH:5]=1. (3) Given the reactants [NH2:1][S:2]([C:5]1[CH:10]=[CH:9][C:8]([NH:11][NH:12][C:13](OC(C)(C)C)=O)=[C:7]([N+:20]([O-:22])=[O:21])[CH:6]=1)(=[O:4])=[O:3].[C:23]1(=O)[C:32]2[C:27](=[CH:28][CH:29]=[CH:30]C=2)[CH2:26][CH2:25][CH2:24]1.C1(C)C=CC(S([O-])(=O)=O)=CC=1.[NH+]1C=CC=CC=1, predict the reaction product. The product is: [C:13]1(=[N:12]/[NH:11][C:8]2[CH:9]=[CH:10][C:5]([S:2]([NH2:1])(=[O:3])=[O:4])=[CH:6][C:7]=2[N+:20]([O-:22])=[O:21])/[CH2:30][CH2:29][CH2:28][C:27]2[C:32]/1=[CH:23][CH:24]=[CH:25][CH:26]=2. (4) Given the reactants [F:1][C:2]1[CH:7]=[CH:6][C:5]([C:8]2[NH:9][CH:10]=[C:11]([CH:19]=[CH:20][CH:21]=O)[C:12]=2[C:13]2[CH:18]=[CH:17][N:16]=[CH:15][CH:14]=2)=[CH:4][CH:3]=1.Cl.[CH3:24][NH:25][CH3:26].C([BH3-])#N.[Na+].C(=O)([O-])O.[Na+], predict the reaction product. The product is: [CH3:24][N:25]([CH3:26])[CH2:21][CH:20]=[CH:19][C:11]1[C:12]([C:13]2[CH:18]=[CH:17][N:16]=[CH:15][CH:14]=2)=[C:8]([C:5]2[CH:6]=[CH:7][C:2]([F:1])=[CH:3][CH:4]=2)[NH:9][CH:10]=1. (5) Given the reactants [Cl:1][C:2]1[CH:7]=[CH:6][C:5]([C:8]2[CH:9]=[C:10]([NH2:20])[CH:11]=[N:12][C:13]=2[O:14][CH2:15][C:16]([F:19])([F:18])[F:17])=[CH:4][CH:3]=1.[CH3:21][C:22]1[S:26][C:25]([C:27](O)=[O:28])=[N:24][CH:23]=1, predict the reaction product. The product is: [Cl:1][C:2]1[CH:3]=[CH:4][C:5]([C:8]2[CH:9]=[C:10]([NH:20][C:27]([C:25]3[S:26][C:22]([CH3:21])=[CH:23][N:24]=3)=[O:28])[CH:11]=[N:12][C:13]=2[O:14][CH2:15][C:16]([F:17])([F:18])[F:19])=[CH:6][CH:7]=1.